This data is from Peptide-MHC class II binding affinity with 134,281 pairs from IEDB. The task is: Regression. Given a peptide amino acid sequence and an MHC pseudo amino acid sequence, predict their binding affinity value. This is MHC class II binding data. (1) The peptide sequence is FLPVFLAQPPSGQRR. The binding affinity (normalized) is 0. The MHC is HLA-DQA10101-DQB10501 with pseudo-sequence HLA-DQA10101-DQB10501. (2) The peptide sequence is AARLFKAFILDGDKL. The MHC is DRB4_0101 with pseudo-sequence DRB4_0103. The binding affinity (normalized) is 0.686. (3) The peptide sequence is VLTLGAAMVEIALGGKK. The MHC is HLA-DQA10601-DQB10402 with pseudo-sequence HLA-DQA10601-DQB10402. The binding affinity (normalized) is 0. (4) The peptide sequence is QLVMKANNSVIMNGA. The MHC is HLA-DPA10301-DPB10402 with pseudo-sequence HLA-DPA10301-DPB10402. The binding affinity (normalized) is 0.328. (5) The peptide sequence is KTMAVCTNAKVTAKG. The MHC is HLA-DPA10301-DPB10402 with pseudo-sequence HLA-DPA10301-DPB10402. The binding affinity (normalized) is 0.130. (6) The peptide sequence is MGRDIKVQFQSGGAN. The MHC is HLA-DPA10201-DPB11401 with pseudo-sequence HLA-DPA10201-DPB11401. The binding affinity (normalized) is 0. (7) The peptide sequence is GAYETYKFIPSLEAA. The MHC is DRB1_0802 with pseudo-sequence DRB1_0802. The binding affinity (normalized) is 0.726. (8) The peptide sequence is NHFFNHHKVMLLGHD. The MHC is HLA-DPA10201-DPB10101 with pseudo-sequence HLA-DPA10201-DPB10101. The binding affinity (normalized) is 0.571. (9) The peptide sequence is LIDYNKAALSKFKED. The MHC is H-2-IEd with pseudo-sequence H-2-IEd. The binding affinity (normalized) is 0.155. (10) The peptide sequence is PELQNFLNFLEANGL. The MHC is DRB5_0101 with pseudo-sequence DRB5_0101. The binding affinity (normalized) is 0.406.